Dataset: Forward reaction prediction with 1.9M reactions from USPTO patents (1976-2016). Task: Predict the product of the given reaction. (1) The product is: [CH2:43]([N:42]([CH2:45][CH3:46])[CH2:40][CH2:39][O:10][C:8]1[CH:9]=[CH:4][C:5]([CH2:12][CH2:13][CH2:14][NH:3][C:4]2[CH:9]=[C:8]([O:10][CH3:11])[CH:7]=[CH:6][C:5]=2[CH:12]2[CH2:21][CH2:20][C:19]3[CH:18]=[C:17]([OH:22])[CH:16]=[CH:15][C:14]=3[CH2:13]2)=[CH:6][CH:7]=1)[CH3:44]. Given the reactants C([N:3](C(=O)C1C=CC(O)=CC=1)[C:4]1[CH:9]=[C:8]([O:10][CH3:11])[CH:7]=[CH:6][C:5]=1[CH:12]1[CH2:21][CH2:20][C:19]2[CH:18]=[C:17]([O:22]C(=O)C(C)(C)C)[CH:16]=[CH:15][C:14]=2[CH2:13]1)C.Cl[CH2:39][C:40]([N:42]([CH2:45][CH3:46])[CH2:43][CH3:44])=O, predict the reaction product. (2) Given the reactants Br[C:2]1[CH:7]=[CH:6][C:5]([C:8]([F:11])([F:10])[F:9])=[CH:4][CH:3]=1.[C:12]([O:16][C:17](=[O:26])[NH:18][CH2:19][CH:20]1[CH2:25][CH2:24][NH:23][CH2:22][CH2:21]1)([CH3:15])([CH3:14])[CH3:13].C(=O)([O-])[O-].[Cs+].[Cs+].C1(P(C2C=CC=CC=2)C2C=CC3C(=CC=CC=3)C=2C2C3C(=CC=CC=3)C=CC=2P(C2C=CC=CC=2)C2C=CC=CC=2)C=CC=CC=1, predict the reaction product. The product is: [C:12]([O:16][C:17](=[O:26])[NH:18][CH2:19][CH:20]1[CH2:21][CH2:22][N:23]([C:2]2[CH:7]=[CH:6][C:5]([C:8]([F:11])([F:10])[F:9])=[CH:4][CH:3]=2)[CH2:24][CH2:25]1)([CH3:15])([CH3:13])[CH3:14]. (3) The product is: [F:1][C:2]1[CH:7]=[C:6]([F:8])[CH:5]=[CH:4][C:3]=1[C:9]1[CH:14]=[CH:13][CH:12]=[C:11]([NH:15][C:16]([C:18]2[NH:19][C:20]3[C:25]([CH:26]=2)=[CH:24][CH:23]=[C:22]([O:27][C:31]([CH3:38])([CH3:37])[C:32]([O:34][CH2:35][CH3:36])=[O:33])[CH:21]=3)=[O:17])[CH:10]=1. Given the reactants [F:1][C:2]1[CH:7]=[C:6]([F:8])[CH:5]=[CH:4][C:3]=1[C:9]1[CH:14]=[CH:13][CH:12]=[C:11]([NH:15][C:16]([C:18]2[NH:19][C:20]3[C:25]([CH:26]=2)=[CH:24][CH:23]=[C:22]([OH:27])[CH:21]=3)=[O:17])[CH:10]=1.[OH-].[K+].Br[C:31]([CH3:38])([CH3:37])[C:32]([O:34][CH2:35][CH3:36])=[O:33], predict the reaction product.